Dataset: Experimentally validated miRNA-target interactions with 360,000+ pairs, plus equal number of negative samples. Task: Binary Classification. Given a miRNA mature sequence and a target amino acid sequence, predict their likelihood of interaction. (1) The miRNA is cel-miR-1018 with sequence AGAGAGAUCAUUGGACUUACAG. The protein sequence of the target gene is MWWFGGNPSPSDYPNAAIPNFNMHAFVIFSVFLIPLIAYILILPGVRRKRVVTTVTYVLMLAVGGALIASLIYPCWASGSQMIYTQFRGHSNERILAKIGVEIGLQKVNVTLKFERLLSSNDVLPGSDMTELYYNEGFDISGISSMAEALHHGLENGLPYPMLSVLEYFSLNQDSFDWGRHYRVAGHYTHAAIWFAFACWCLSVVLMLFLPHNAYKSILATGISCLIACLVYLLLSPCELRIAFTGENFERVDLTATFSFCFYLIFAIGILCVLCGLGLGICEHWRIYTLSTFLDASLDE.... Result: 0 (no interaction). (2) The protein sequence of the target gene is MSEAPRAETFVFLDLEATGLPSVEPEIAELSLFAVHRSSLENPEHDESGALVLPRVLDKLTLCMCPERPFTAKASEITGLSSEGLARCRKAGFDGAVVRTLQAFLSRQAGPICLVAHNGFDYDFPLLCAELRRLGARLPRDTVCLDTLPALRGLDRAHSHGTRARGRQGYSLGSLFHRYFRAEPSAAHSAEGDVHTLLLIFLHRAAELLAWADEQARGWAHIEPMYLPPDDPSLEA. The miRNA is hsa-miR-4636 with sequence AACUCGUGUUCAAAGCCUUUAG. Result: 0 (no interaction). (3) The miRNA is hsa-miR-4433a-3p with sequence ACAGGAGUGGGGGUGGGACAU. The protein sequence of the target gene is MAGWWPALSRAARRHPWPTNVLLYGSLVSAGDALQQRLQGREANWRQTRRVATLVVTFHANFNYVWLRLLERALPGRAPHALLAKLLCDQVVGAPIAVSAFYVGMSILQGKDDIFLDLKQKFWNTYLSGLMYWPFVQLTNFSLVPVQWRTAYAGVCGFLWATFICFSQQSGDGTFKSAFTILYTKGTSATEGYPKK. Result: 1 (interaction). (4) The miRNA is hsa-miR-2114-3p with sequence CGAGCCUCAAGCAAGGGACUU. The protein sequence of the target gene is MRPKEQVQSGAGDGTGSGDPAAGTPTTQPAVGPAPEPSAEPKPAPAQGTGSGQKSGSRTKTGSFCRSMIIGDSDAPWTRYVFQGPYGPRATGLGTGKAEGIWKTPAAYIGRRPGVSGPERAAFIRELQEALCPNPPPTKKITEDDVKVMLYLLEEKERDLNTAARIGQSLVKQNSVLMEENNKLETMLGSAREEILHLRKQVNLRDDLLQLYSDSDDDDDEEDEEDEEEGEEEEREGQRDQDQQHDHPYGAPKPHPKAETAHRCPQLETLQQKLRLLEEENDHLREEASHLDNLEDEEQM.... Result: 0 (no interaction). (5) The miRNA is hsa-miR-486-3p with sequence CGGGGCAGCUCAGUACAGGAU. The protein sequence of the target gene is MLASSSRIRAAWTRALLLPLLLAGPVGCLSRQELFPFGPGQGDLELEDGDDFVSPALELSGALRFYDRSDIDAVYVTTNGIIATSEPPAKESHPGLFPPTFGAVAPFLADLDTTDGLGKVYYREDLSPSITQRAAECVHRGFPEISFQPSSAVVVTWESVAPYQGPSRDPDQKGKRNTFQAVLASSDSSSYAIFLYPEDGLQFHTTFSKKENNQVPAVVAFSQGSVGFLWKSNGAYNIFANDRESVENLAKSSNSGQQGVWVFEIGSPATTNGVVPADVILGTEDGAEYDDEDEDYDLAT.... Result: 1 (interaction). (6) The miRNA is hsa-miR-6774-3p with sequence UCGUGUCCCUCUUGUCCACAG. The protein sequence of the target gene is MLLHLCSVKNLYQNRFLGLAAMASPSRNSQSRRRCKEPLRYSYNPDQFHNMDLRGGPHDGVTIPRSTSDTDLVTSDSRSTLMVSSSYYSIGHSQDLVIHWDIKEEVDAGDWIGMYLIDEVLSENFLDYKNRGVNGSHRGQIIWKIDASSYFVEPETKICFKYYHGVSGALRATTPSVTVKNSAAPIFKSIGADETVQGQGSRRLISFSLSDFQAMGLKKGMFFNPDPYLKISIQPGKHSIFPALPHHGQERRSKIIGNTVNPIWQAEQFSFVSLPTDVLEIEVKDKFAKSRPIIKRFLGK.... Result: 0 (no interaction). (7) The miRNA is hsa-miR-1206 with sequence UGUUCAUGUAGAUGUUUAAGC. The protein sequence of the target gene is MAARSAPSCHLRLEWVYGYRGHQCRNNLYYTAAKEIVYFVAGVGVVYSPREHRQKFYRGHSDDIISLALHPERVLVATGQVGKEPYICIWDSYTVQTISVLKDVHTHGIACLAFDLDGQRLVSVGLDSKNAVCVWDWKRGKMLSMAPGHTDRIFDISWDLYQPNKLVSCGVKHIKFWSLCGNALTPKRGVFGKTGDLQTILCLACARDELTYSGALNGDIYVWKGINLIRTIQGAHAAGIFSMNACEEGFATGGRDGCIRLWDLTFKPITVIDLRETDQGYKGLSVRSVCWRGDHILVGT.... Result: 0 (no interaction). (8) The miRNA is ath-miR775 with sequence UUCGAUGUCUAGCAGUGCCA. The protein sequence of the target gene is MAITLQPSDLIFEFASNGMDDDIHQLEDPSVFPAVIVEQVPYPDLLHLYSGLELDDVHNGIITDGTLCMTQDQILEGSFLLTDDNEATSHTMSTAEVLLNMESPSDILDEKQIFSTSEMLPDSDPAPAVTLPNYLFPASEPDALNRAGDTSDQEGHSLEEKASREESAKKTGKSKKRIRKTKGNRSTSPVTDPSIPIRKKSKDGKGSTIYLWEFLLALLQDRNTCPKYIKWTQREKGIFKLVDSKAVSKLWGKQKNKPDMNYETMGRALRYYYQRGILAKVEGQRLVYQFKEMPKDLVVI.... Result: 0 (no interaction). (9) The miRNA is mmu-miR-3102-3p with sequence GAGCACCCCAUUGGCUACCCACA. The protein sequence of the target gene is MTTFGAVAEWRLPSLRRATLWIPQWFAKKAIFNSPLEAAMAFPHLQQPSFLLASLKADSINKPFAQQCQDLVKVIEDFPAKELHTIFPWLVESIFGSLDGVLVGWNLRCLQGRVNPVEYSIVMEFLDPGGPMMKLVYKLQAEDYKFDFPVSYLPGPVKASIQECILPDSPLYHNKVQFTPTGGLGLNLALNPFEYYIFFFALSLITQKPLPVSLHVRTSDCAYFILVDRYLSWFLPTEGSVPPPLSSSPGGTSPSPPPRTPAIPFASYGLHHTSLLKRHISHQTSVNADPASHEIWRSET.... Result: 0 (no interaction).